From a dataset of Reaction yield outcomes from USPTO patents with 853,638 reactions. Predict the reaction yield, written as a fraction of the theoretical maximum amount of product (1.0 means a 100% yield; for example, 0.34 means a 34% yield). (1) The reactants are [CH2:1]([O:3][CH:4]([O:23][CH2:24][CH3:25])[C:5]1[CH:22]=[CH:21][C:8](/[CH:9]=[N:10]/[C:11]2[CH:19]=[CH:18][CH:17]=[C:16]3[C:12]=2[CH2:13][O:14][C:15]3=[O:20])=[CH:7][CH:6]=1)[CH3:2].[CH3:26][N:27]1[CH:31]=[CH:30][N:29]=[C:28]1[CH:32]=O.[CH2:34]([O-])[CH3:35].[Na+].C(OCC)(=[O:41])CC. No catalyst specified. The product is [CH2:1]([O:3][CH:4]([O:23][CH2:24][CH3:25])[C:5]1[CH:22]=[CH:21][C:8]([CH:9]2[CH:32]([C:28]3[N:27]([CH3:26])[CH:31]=[CH:30][N:29]=3)[C:13](=[O:41])[C:12]3[C:16]([C:15]([O:14][CH2:34][CH3:35])=[O:20])=[CH:17][CH:18]=[CH:19][C:11]=3[NH:10]2)=[CH:7][CH:6]=1)[CH3:2]. The yield is 0.0500. (2) The reactants are COC1C=C(OC)C=C[C:4]=1[CH2:5][NH:6][C:7]1[N+:8]([O-:17])=[CH:9][C:10]([CH3:16])=[C:11]([N+:13]([O-:15])=[O:14])[CH:12]=1.C(OC(=O)C)(=[O:26])C. The catalyst is C(Cl)Cl.C(O)(C(F)(F)F)=O. The product is [CH3:16][C:10]1[C:11]([N+:13]([O-:15])=[O:14])=[CH:12][C:7]([NH:6][C:5](=[O:26])[CH3:4])=[N+:8]([O-:17])[CH:9]=1. The yield is 0.980. (3) The reactants are [N+](C1C=CC(C2[S:14]C(CCNC(=O)OC(C)(C)C)=NC=2)=CC=1)([O-])=O.[CH3:25][C:26]([NH:43][C:44](=[O:50])[O:45][C:46]([CH3:49])([CH3:48])[CH3:47])([CH3:42])[C:27]([NH:29][CH2:30][C:31]([C:33]1[CH:38]=[CH:37][C:36]([N+:39]([O-:41])=[O:40])=[CH:35][CH:34]=1)=O)=O.COC1C=CC(P2(SP(C3C=CC(OC)=CC=3)(=S)S2)=S)=CC=1. No catalyst specified. The product is [N+:39]([C:36]1[CH:37]=[CH:38][C:33]([C:31]2[S:14][C:27]([C:26]([NH:43][C:44](=[O:50])[O:45][C:46]([CH3:49])([CH3:48])[CH3:47])([CH3:42])[CH3:25])=[N:29][CH:30]=2)=[CH:34][CH:35]=1)([O-:41])=[O:40]. The yield is 0.610. (4) The reactants are [C:1]([C:4]1[S:8][C:7]([N:9]2[CH2:13][CH2:12][N:11]([CH2:14][C:15]3[CH:20]=[CH:19][C:18]([C:21]([N:23]4[CH2:28][CH2:27][CH2:26][CH2:25][CH2:24]4)=[O:22])=[CH:17][CH:16]=3)[C:10]2=[O:29])=[N:6][C:5]=1[CH3:30])(=O)[CH3:2].CO[C:33](OC)([N:35](C)C)[CH3:34].O.[NH2:41]N. The catalyst is CN(C)C(=O)C.C(OCC)(=O)C. The product is [CH3:30][C:5]1[N:6]=[C:7]([N:9]2[CH2:13][CH2:12][N:11]([CH2:14][C:15]3[CH:16]=[CH:17][C:18]([C:21]([N:23]4[CH2:24][CH2:25][CH2:26][CH2:27][CH2:28]4)=[O:22])=[CH:19][CH:20]=3)[C:10]2=[O:29])[S:8][C:4]=1[C:1]1[NH:41][N:35]=[C:33]([CH3:34])[CH:2]=1. The yield is 0.460. (5) The reactants are [I:1][C:2]1[CH:3]=[C:4]2[C:9](=[CH:10][CH:11]=1)[C:8](=[O:12])[NH:7][C:6](=[O:13])/[C:5]/2=[CH:14]\[NH:15][C:16]1[CH:21]=[CH:20][C:19]([N:22]2[CH2:27][CH2:26][NH:25][CH2:24][CH2:23]2)=[CH:18][CH:17]=1.C(O[BH-](OC(=O)C)OC(=O)C)(=O)C.[Na+].[O:42]1[CH:46]=[CH:45][CH:44]=[C:43]1[CH:47]=O.C(O)(=O)C.C(=O)(O)[O-].[Na+]. The catalyst is CN1CCCC1=O.C(Cl)Cl. The product is [O:42]1[CH:46]=[CH:45][CH:44]=[C:43]1[CH2:47][N:25]1[CH2:24][CH2:23][N:22]([C:19]2[CH:18]=[CH:17][C:16]([NH:15]/[CH:14]=[C:5]3\[C:6](=[O:13])[NH:7][C:8](=[O:12])[C:9]4[C:4]\3=[CH:3][C:2]([I:1])=[CH:11][CH:10]=4)=[CH:21][CH:20]=2)[CH2:27][CH2:26]1. The yield is 0.880.